From a dataset of Full USPTO retrosynthesis dataset with 1.9M reactions from patents (1976-2016). Predict the reactants needed to synthesize the given product. (1) Given the product [C:11]([O:15][C:16](=[O:30])[NH:17][C@H:18]1[CH2:19][N:20]([C:6](=[O:7])[C:5]2[CH:9]=[CH:10][C:2]([CH3:1])=[CH:3][CH:4]=2)[C:21]2[CH:29]=[CH:28][CH:27]=[CH:26][C:22]=2[NH:23][C:24]1=[O:25])([CH3:14])([CH3:12])[CH3:13], predict the reactants needed to synthesize it. The reactants are: [CH3:1][C:2]1[CH:10]=[CH:9][C:5]([C:6](Cl)=[O:7])=[CH:4][CH:3]=1.[C:11]([O:15][C:16](=[O:30])[NH:17][C@@H:18]1[C:24](=[O:25])[NH:23][C:22]2[CH:26]=[CH:27][CH:28]=[CH:29][C:21]=2[NH:20][CH2:19]1)([CH3:14])([CH3:13])[CH3:12].N1C=CC=CC=1. (2) Given the product [C:19]([C:5]1[CH:6]=[CH:7][C:2]([NH:1][S:11]([CH3:10])(=[O:13])=[O:12])=[C:3]([CH2:8][CH3:9])[CH:4]=1)(=[O:21])[CH3:20], predict the reactants needed to synthesize it. The reactants are: [NH2:1][C:2]1[CH:7]=[CH:6][CH:5]=[CH:4][C:3]=1[CH2:8][CH3:9].[CH3:10][S:11](Cl)(=[O:13])=[O:12].[Cl-].[Cl-].[Cl-].[Al+3].[C:19](Cl)(=[O:21])[CH3:20].Cl.